This data is from Full USPTO retrosynthesis dataset with 1.9M reactions from patents (1976-2016). The task is: Predict the reactants needed to synthesize the given product. (1) Given the product [CH:14]1([C:11]2[CH:12]=[CH:13][C:8]([C:5]3[N:6]=[CH:7][C:2]([NH2:1])=[N:3][CH:4]=3)=[C:9]([F:19])[C:10]=2[O:18][CH2:21][C:22]2[CH:27]=[CH:26][CH:25]=[CH:24][C:23]=2[F:28])[CH2:15][CH2:16][CH2:17]1, predict the reactants needed to synthesize it. The reactants are: [NH2:1][C:2]1[N:3]=[CH:4][C:5]([C:8]2[C:9]([F:19])=[C:10]([OH:18])[C:11]([CH:14]3[CH2:17][CH2:16][CH2:15]3)=[CH:12][CH:13]=2)=[N:6][CH:7]=1.Br[CH2:21][C:22]1[CH:27]=[CH:26][CH:25]=[CH:24][C:23]=1[F:28]. (2) The reactants are: [CH3:1][O:2][CH2:3][CH2:4][N:5]1[CH2:10][CH2:9][N:8]([CH2:11][CH2:12][C:13]2[CH:19]=[CH:18][CH:17]=[CH:16][C:14]=2[NH2:15])[CH2:7][CH2:6]1.Cl[C:21]1[C:22]2[C:29]([C:30]([C:32]3[CH:37]=[CH:36][CH:35]=[CH:34][CH:33]=3)=[O:31])=[CH:28][NH:27][C:23]=2[N:24]=[CH:25][N:26]=1. Given the product [CH3:1][O:2][CH2:3][CH2:4][N:5]1[CH2:10][CH2:9][N:8]([CH2:11][CH2:12][C:13]2[CH:19]=[CH:18][CH:17]=[CH:16][C:14]=2[NH:15][C:21]2[C:22]3[C:29]([C:30]([C:32]4[CH:33]=[CH:34][CH:35]=[CH:36][CH:37]=4)=[O:31])=[CH:28][NH:27][C:23]=3[N:24]=[CH:25][N:26]=2)[CH2:7][CH2:6]1, predict the reactants needed to synthesize it. (3) Given the product [F:1][C:2]1[CH:7]=[N:6][C:5]([C:8]2[CH:12]=[C:11]([C:13]([OH:15])=[O:14])[NH:10][N:9]=2)=[C:4]2[NH:18][CH:19]=[C:20]([C:21](=[O:41])[C:22](=[O:40])[N:23]3[CH2:28][CH2:27][N:26]([C:29]4[N:33]([C:34]5[CH:35]=[CH:36][CH:37]=[CH:38][CH:39]=5)[N:32]=[N:31][N:30]=4)[CH2:25][CH2:24]3)[C:3]=12, predict the reactants needed to synthesize it. The reactants are: [F:1][C:2]1[CH:7]=[N:6][C:5]([C:8]2[CH:12]=[C:11]([C:13]([O:15]CC)=[O:14])[NH:10][N:9]=2)=[C:4]2[NH:18][CH:19]=[C:20]([C:21](=[O:41])[C:22](=[O:40])[N:23]3[CH2:28][CH2:27][N:26]([C:29]4[N:33]([C:34]5[CH:39]=[CH:38][CH:37]=[CH:36][CH:35]=5)[N:32]=[N:31][N:30]=4)[CH2:25][CH2:24]3)[C:3]=12.O.[OH-].[Li+].Cl. (4) Given the product [OH:20][N:19]=[C:8]([NH2:9])[C:7]1[CH:6]=[CH:5][C:4]([N+:1]([O-:3])=[O:2])=[CH:11][CH:10]=1, predict the reactants needed to synthesize it. The reactants are: [N+:1]([C:4]1[CH:11]=[CH:10][C:7]([C:8]#[N:9])=[CH:6][CH:5]=1)([O-:3])=[O:2].C(=O)([O-])[O-].[K+].[K+].Cl.[NH2:19][OH:20]. (5) Given the product [CH3:17][C:15]([NH:18][C:19](=[O:28])[O:20][CH2:21][C:22]1[CH:23]=[CH:24][CH:25]=[CH:26][CH:27]=1)([CH3:16])[CH:14]=[O:29], predict the reactants needed to synthesize it. The reactants are: [H-].C([Al+]CC(C)C)C(C)C.CON(C)[C:14](=[O:29])[C:15]([NH:18][C:19](=[O:28])[O:20][CH2:21][C:22]1[CH:27]=[CH:26][CH:25]=[CH:24][CH:23]=1)([CH3:17])[CH3:16].CO.Cl. (6) Given the product [CH3:17][C:16]([CH3:19])([CH3:18])[C@H:8]([N:3]1[CH2:4][C:5](=[O:7])[N:6]([CH2:27][C:25]2[CH:24]=[CH:23][CH:22]=[C:21]([CH3:20])[N:26]=2)[C:2]1=[O:1])[C:9]([O:11][C:12]([CH3:13])([CH3:15])[CH3:14])=[O:10], predict the reactants needed to synthesize it. The reactants are: [O:1]=[C:2]1[NH:6][C:5](=[O:7])[CH2:4][N:3]1[C@@H:8]([C:16]([CH3:19])([CH3:18])[CH3:17])[C:9]([O:11][C:12]([CH3:15])([CH3:14])[CH3:13])=[O:10].[CH3:20][C:21]1[N:26]=[C:25]([CH2:27]O)[CH:24]=[CH:23][CH:22]=1.C1(P(C2C=CC=CC=2)C2C=CC=CC=2)C=CC=CC=1.N(C(OCC)=O)=NC(OCC)=O. (7) Given the product [NH2:3][C:4]1[N:5]=[CH:6][C:7]([CH2:10][CH2:11][CH2:12][C@H:13]([NH:18][C:19]([O:21][C:22]([CH3:25])([CH3:24])[CH3:23])=[O:20])[C:14]([OH:16])=[O:15])=[N:8][CH:9]=1, predict the reactants needed to synthesize it. The reactants are: [OH-].[Li+].[NH2:3][C:4]1[N:5]=[CH:6][C:7]([CH2:10][CH2:11][CH2:12][C@H:13]([NH:18][C:19]([O:21][C:22]([CH3:25])([CH3:24])[CH3:23])=[O:20])[C:14]([O:16]C)=[O:15])=[N:8][CH:9]=1.Cl. (8) Given the product [C:1]1([C:7]2[CH:8]=[C:9]3[N:14]([CH:15]=2)[CH2:13][CH2:12][CH2:11][CH2:10]3)[CH:2]=[CH:3][CH:4]=[CH:5][CH:6]=1, predict the reactants needed to synthesize it. The reactants are: [C:1]1([C:7]2[CH:8]=[C:9]3[N:14]([CH:15]=2)[CH:13]=[CH:12][CH:11]=[CH:10]3)[CH:6]=[CH:5][CH:4]=[CH:3][CH:2]=1. (9) Given the product [CH3:26][C:25]([CH3:28])([CH3:27])[CH2:24][CH2:23][NH:22][C:21]([C:18]1[CH:17]=[CH:16][C:15]([O:14][C:12]([N:8]2[CH2:9][CH2:10][N:5]([CH2:4][CH:1]3[CH2:3][CH2:2]3)[CH2:6][CH2:7]2)=[O:13])=[CH:20][CH:19]=1)=[O:29], predict the reactants needed to synthesize it. The reactants are: [CH:1]1([CH2:4][N:5]2[CH2:10][CH2:9][NH:8][CH2:7][CH2:6]2)[CH2:3][CH2:2]1.Cl[C:12]([O:14][C:15]1[CH:20]=[CH:19][C:18]([C:21](=[O:29])[NH:22][CH2:23][CH2:24][C:25]([CH3:28])([CH3:27])[CH3:26])=[CH:17][CH:16]=1)=[O:13].